Dataset: Catalyst prediction with 721,799 reactions and 888 catalyst types from USPTO. Task: Predict which catalyst facilitates the given reaction. (1) Reactant: [CH:1]1[C:14]2[C:5](=[CH:6][C:7]3[C:12]([C:13]=2[C:15]([N:17]2[CH2:22][CH2:21][CH:20]([N:23]4[CH2:36][C:27]5([C:31](=[O:32])[N:30]([CH2:33][CH3:34])[CH:29]([CH3:35])[CH2:28]5)[NH:26][CH2:25][CH2:24]4)[CH2:19][CH2:18]2)=[O:16])=[CH:11][CH:10]=[CH:9][CH:8]=3)[CH:4]=[CH:3][CH:2]=1.C=O.S([O-])([O-])(=O)=O.[Na+].[Na+].[C:46](O[BH-](OC(=O)C)OC(=O)C)(=O)C.[Na+]. Product: [CH:1]1[C:14]2[C:5](=[CH:6][C:7]3[C:12]([C:13]=2[C:15]([N:17]2[CH2:18][CH2:19][CH:20]([N:23]4[CH2:36][C:27]5([C:31](=[O:32])[N:30]([CH2:33][CH3:34])[CH:29]([CH3:35])[CH2:28]5)[N:26]([CH3:46])[CH2:25][CH2:24]4)[CH2:21][CH2:22]2)=[O:16])=[CH:11][CH:10]=[CH:9][CH:8]=3)[CH:4]=[CH:3][CH:2]=1. The catalyst class is: 96. (2) Reactant: [CH2:1]([C@H:8]([NH:48]C(=O)OC(C)(C)C)[C@@H:9]([OH:47])[CH2:10][C@@H:11]([NH:25][C:26](=[O:46])[C@@H:27]([N:32]1[CH2:36][CH2:35][N:34]([CH2:37][C:38]2[CH:43]=[CH:42][CH:41]=[C:40]([CH3:44])[N:39]=2)[C:33]1=[O:45])[C:28]([CH3:31])([CH3:30])[CH3:29])[CH2:12][C:13]1[CH:18]=[CH:17][C:16]([C:19]2[CH:24]=[CH:23][CH:22]=[CH:21][N:20]=2)=[CH:15][CH:14]=1)[C:2]1[CH:7]=[CH:6][CH:5]=[CH:4][CH:3]=1.FC(F)(F)C(O)=O.[CH3:63][O:64][C:65]([NH:67][C@@H:68]([C:72]([CH3:75])([CH3:74])[CH3:73])[C:69]([OH:71])=O)=[O:66].CCOP(ON1N=NC2C=CC=CC=2C1=O)(OCC)=O.C(N(CC)C(C)C)(C)C. Product: [CH2:1]([C@H:8]([NH:48][C:69]([C@@H:68]([NH:67][C:65](=[O:66])[O:64][CH3:63])[C:72]([CH3:75])([CH3:74])[CH3:73])=[O:71])[C@@H:9]([OH:47])[CH2:10][C@@H:11]([NH:25][C:26](=[O:46])[C@@H:27]([N:32]1[CH2:36][CH2:35][N:34]([CH2:37][C:38]2[CH:43]=[CH:42][CH:41]=[C:40]([CH3:44])[N:39]=2)[C:33]1=[O:45])[C:28]([CH3:31])([CH3:30])[CH3:29])[CH2:12][C:13]1[CH:14]=[CH:15][C:16]([C:19]2[CH:24]=[CH:23][CH:22]=[CH:21][N:20]=2)=[CH:17][CH:18]=1)[C:2]1[CH:3]=[CH:4][CH:5]=[CH:6][CH:7]=1. The catalyst class is: 266.